Task: Predict the product of the given reaction.. Dataset: Forward reaction prediction with 1.9M reactions from USPTO patents (1976-2016) (1) Given the reactants [Br:1][C:2]1[C:3]([C:8]2[NH:12][CH:11]=[N:10][N:9]=2)=[C:4]([NH2:7])[S:5][CH:6]=1.Cl.[F:14][C:15]([F:31])([F:30])[C:16]1[CH:17]=[N:18][C:19]2[C:24]([CH:25]=1)=[C:23]([CH2:26][C:27](O)=[O:28])[CH:22]=[CH:21][CH:20]=2, predict the reaction product. The product is: [Br:1][C:2]1[C:3]([C:8]2[N:12]=[CH:11][NH:10][N:9]=2)=[C:4]([NH:7][C:27](=[O:28])[CH2:26][C:23]2[CH:22]=[CH:21][CH:20]=[C:19]3[C:24]=2[CH:25]=[C:16]([C:15]([F:14])([F:31])[F:30])[CH:17]=[N:18]3)[S:5][CH:6]=1. (2) Given the reactants C([O:3][C:4](=[O:29])[CH2:5][CH2:6][CH2:7][N:8]1[CH2:12][CH2:11][CH2:10][C@H:9]1[CH2:13][O:14][C:15]1[CH:20]=[CH:19][C:18]([O:21][C:22]2[CH:27]=[CH:26][C:25]([CH3:28])=[CH:24][CH:23]=2)=[CH:17][CH:16]=1)C.[ClH:30], predict the reaction product. The product is: [ClH:30].[C:25]1([CH3:28])[CH:24]=[CH:23][C:22]([O:21][C:18]2[CH:19]=[CH:20][C:15]([O:14][CH2:13][C@@H:9]3[CH2:10][CH2:11][CH2:12][N:8]3[CH2:7][CH2:6][CH2:5][C:4]([OH:29])=[O:3])=[CH:16][CH:17]=2)=[CH:27][CH:26]=1. (3) Given the reactants [CH3:1][O-:2].[Na+].F[C:5]1[CH:12]=[C:11](F)[C:10]([F:14])=[CH:9][C:6]=1[C:7]#[N:8].[CH3:15][OH:16], predict the reaction product. The product is: [F:14][C:10]1[C:11]([O:16][CH3:15])=[CH:12][C:5]([O:2][CH3:1])=[C:6]([CH:9]=1)[C:7]#[N:8]. (4) Given the reactants [Li+].[OH-].[CH:3]([C:6]1[CH:11]=[CH:10][C:9]([N:12]2[CH2:17][CH2:16][CH:15]([CH:18]([CH3:24])[C:19]([O:21]CC)=[O:20])[CH2:14][CH:13]2[C:25]2[CH:30]=[CH:29][C:28]([C:31]([F:34])([F:33])[F:32])=[CH:27][CH:26]=2)=[CH:8][CH:7]=1)([CH3:5])[CH3:4].O1CCOCC1.Cl, predict the reaction product. The product is: [CH:3]([C:6]1[CH:7]=[CH:8][C:9]([N:12]2[CH2:17][CH2:16][CH:15]([CH:18]([CH3:24])[C:19]([OH:21])=[O:20])[CH2:14][CH:13]2[C:25]2[CH:30]=[CH:29][C:28]([C:31]([F:34])([F:32])[F:33])=[CH:27][CH:26]=2)=[CH:10][CH:11]=1)([CH3:4])[CH3:5]. (5) Given the reactants C[O:2][C:3]1[CH:12]=[CH:11][C:6]2[N:7]([CH3:10])[CH:8]=[N:9][C:5]=2[CH:4]=1.B(Br)(Br)Br, predict the reaction product. The product is: [CH3:10][N:7]1[C:6]2[CH:11]=[CH:12][C:3]([OH:2])=[CH:4][C:5]=2[N:9]=[CH:8]1. (6) Given the reactants [NH2:1][C:2]1[CH:3]=[CH:4][C:5]([C:8]([NH2:10])=[NH:9])=[N:6][CH:7]=1.[CH3:11][CH:12]([C:18](=O)[CH3:19])[C:13](OCC)=[O:14].C(=O)([O-])[O-].[Na+].[Na+], predict the reaction product. The product is: [NH2:1][C:2]1[CH:3]=[CH:4][C:5]([C:8]2[N:10]=[C:13]([OH:14])[C:12]([CH3:11])=[C:18]([CH3:19])[N:9]=2)=[N:6][CH:7]=1. (7) Given the reactants [Cl:1][C:2]1[C:3]([N:13]2[CH2:18][CH2:17][NH:16][CH2:15][CH2:14]2)=[N:4][CH:5]=[C:6]([CH:12]=1)[C:7]([O:9][CH2:10][CH3:11])=[O:8].[N:19]([CH2:22][C:23]1[CH:28]=[CH:27][CH:26]=[CH:25][C:24]=1[CH3:29])=[C:20]=[O:21], predict the reaction product. The product is: [Cl:1][C:2]1[C:3]([N:13]2[CH2:18][CH2:17][N:16]([C:20]([NH:19][CH2:22][C:23]3[CH:28]=[CH:27][CH:26]=[CH:25][C:24]=3[CH3:29])=[O:21])[CH2:15][CH2:14]2)=[N:4][CH:5]=[C:6]([CH:12]=1)[C:7]([O:9][CH2:10][CH3:11])=[O:8].